From a dataset of Buchwald-Hartwig C-N cross coupling reaction yields with 55,370 reactions. Predict the reaction yield, written as a fraction of the theoretical maximum amount of product (1.0 means a 100% yield; for example, 0.34 means a 34% yield). (1) The reactants are CCc1ccc(I)cc1.Cc1ccc(N)cc1.O=S(=O)(O[Pd]1c2ccccc2-c2ccccc2N~1)C(F)(F)F.COc1ccc(OC)c(P(C(C)(C)C)C(C)(C)C)c1-c1c(C(C)C)cc(C(C)C)cc1C(C)C.CN(C)C(=NC(C)(C)C)N(C)C.COC(=O)c1cc(-c2ccco2)on1. No catalyst specified. The product is CCc1ccc(Nc2ccc(C)cc2)cc1. The yield is 0.617. (2) The reactants are FC(F)(F)c1ccc(Cl)cc1.Cc1ccc(N)cc1.O=S(=O)(O[Pd]1c2ccccc2-c2ccccc2N~1)C(F)(F)F.CC(C)c1cc(C(C)C)c(-c2ccccc2P(C2CCCCC2)C2CCCCC2)c(C(C)C)c1.CN(C)C(=NC(C)(C)C)N(C)C.COC(=O)c1cc(-c2cccs2)on1. No catalyst specified. The product is Cc1ccc(Nc2ccc(C(F)(F)F)cc2)cc1. The yield is 0.105.